From a dataset of Forward reaction prediction with 1.9M reactions from USPTO patents (1976-2016). Predict the product of the given reaction. (1) The product is: [OH:3][CH2:4][CH2:5][O:6][NH:7][C:8]([C:10]1[CH:15]=[CH:14][C:13](=[O:16])[N:12]([CH3:17])[C:11]=1[NH:18][C:19]1[CH:24]=[CH:23][C:22]([CH3:25])=[CH:21][C:20]=1[F:26])=[O:9]. Given the reactants C([O:3][CH2:4][CH2:5][O:6][NH:7][C:8]([C:10]1[CH:15]=[CH:14][C:13](=[O:16])[N:12]([CH3:17])[C:11]=1[NH:18][C:19]1[CH:24]=[CH:23][C:22]([CH3:25])=[CH:21][C:20]=1[F:26])=[O:9])=C.COC(C1C=CC(=O)N(C)C=1NC1C=CC(C)=CC=1F)=O.C(OCCON)=C.C[Si]([N-][Si](C)(C)C)(C)C.[Li+], predict the reaction product. (2) Given the reactants Br[C:2]1[CH:3]=[C:4]([N+:16]([O-:18])=[O:17])[C:5]([NH2:15])=[N:6][C:7]=1[C:8]1[CH:13]=[CH:12][CH:11]=[C:10]([F:14])[CH:9]=1.CC1(C)C(C)(C)OB([C:27]2[CH:32]=[CH:31][N:30]=[CH:29][CH:28]=2)O1.C(=O)([O-])[O-].[Cs+].[Cs+], predict the reaction product. The product is: [F:14][C:10]1[CH:9]=[C:8]([C:7]2[C:2]([C:27]3[CH:32]=[CH:31][N:30]=[CH:29][CH:28]=3)=[CH:3][C:4]([N+:16]([O-:18])=[O:17])=[C:5]([NH2:15])[N:6]=2)[CH:13]=[CH:12][CH:11]=1. (3) Given the reactants [F:1][C:2]1[CH:3]=[C:4]([CH:18]=[CH:19][CH:20]=1)[O:5][C@@H:6]1[CH2:10][CH2:9][N:8]([C:11](OC(C)(C)C)=O)[CH2:7]1.ClC1[N:43]=[CH:42][C:41]([Cl:44])=[CH:40][C:23]=1[C:24]([NH:26][C:27]1([C:30]2[CH:39]=[CH:38][C:33]([C:34]([O:36][CH3:37])=[O:35])=[CH:32][CH:31]=2)[CH2:29][CH2:28]1)=[O:25], predict the reaction product. The product is: [Cl:44][C:41]1[CH:42]=[N:43][C:11]([N:8]2[CH2:9][CH2:10][C@@H:6]([O:5][C:4]3[CH:18]=[CH:19][CH:20]=[C:2]([F:1])[CH:3]=3)[CH2:7]2)=[C:23]([CH:40]=1)[C:24]([NH:26][C:27]1([C:30]2[CH:31]=[CH:32][C:33]([C:34]([O:36][CH3:37])=[O:35])=[CH:38][CH:39]=2)[CH2:29][CH2:28]1)=[O:25].